Dataset: Full USPTO retrosynthesis dataset with 1.9M reactions from patents (1976-2016). Task: Predict the reactants needed to synthesize the given product. (1) Given the product [CH3:20][C:18]1[CH:17]=[CH:16][C:15]([NH2:19])=[CH:14][C:13]=1[C:12]#[C:11][C:10]1[CH:9]=[N:8][CH:7]=[C:6]2[N:2]([CH3:1])[N:3]=[CH:4][C:5]=12, predict the reactants needed to synthesize it. The reactants are: [CH3:1][N:2]1[C:6]2=[CH:7][N:8]=[CH:9][C:10]([C:11]#[C:12][C:13]3[CH:14]=[C:15]([NH2:19])[CH:16]=[CH:17][CH:18]=3)=[C:5]2[CH:4]=[N:3]1.[C:20](=O)(OC1C=CC=CC=1)N. (2) Given the product [F:1][C:2]1[CH:19]=[CH:18][CH:17]=[CH:16][C:3]=1[C:4]([NH:6][C:7]1[CH:15]=[CH:14][C:10]([C:11]([Cl:22])=[O:12])=[CH:9][CH:8]=1)=[O:5], predict the reactants needed to synthesize it. The reactants are: [F:1][C:2]1[CH:19]=[CH:18][CH:17]=[CH:16][C:3]=1[C:4]([NH:6][C:7]1[CH:15]=[CH:14][C:10]([C:11](O)=[O:12])=[CH:9][CH:8]=1)=[O:5].S(Cl)([Cl:22])=O.CN(C=O)C. (3) The reactants are: [F:1][C:2]1[CH:8]=[C:7]([I:9])[C:6]([F:10])=[CH:5][C:3]=1[NH2:4].[CH3:11][S:12](Cl)(=[O:14])=[O:13].N1C=CC=CC=1.Cl. Given the product [F:1][C:2]1[CH:8]=[C:7]([I:9])[C:6]([F:10])=[CH:5][C:3]=1[NH:4][S:12]([CH3:11])(=[O:14])=[O:13], predict the reactants needed to synthesize it. (4) Given the product [CH2:32]([O:31][C:29]([N:25]1[CH2:26][CH2:27][CH:22]([O:21][C:16]2[C:17]([N+:18]([O-:20])=[O:19])=[C:12]([NH:11][C:8]3[CH:9]=[CH:10][C:5]([S:2]([CH3:1])(=[O:4])=[O:3])=[CH:6][CH:7]=3)[N:13]=[CH:14][N:15]=2)[CH2:23][CH2:24]1)=[O:30])[CH3:33], predict the reactants needed to synthesize it. The reactants are: [CH3:1][S:2]([C:5]1[CH:10]=[CH:9][C:8]([NH:11][C:12]2[C:17]([N+:18]([O-:20])=[O:19])=[C:16]([O:21][CH:22]3[CH2:27][CH2:26][NH:25][CH2:24][CH2:23]3)[N:15]=[CH:14][N:13]=2)=[CH:7][CH:6]=1)(=[O:4])=[O:3].Cl[C:29]([O:31][CH2:32][CH3:33])=[O:30].C(N(CC)CC)C. (5) Given the product [CH2:11]([C:9]1[S:8][C:6]2[N:7]=[C:2]([NH:32][C:30]3[CH:29]=[N:28][N:27]([CH3:26])[CH:31]=3)[N:3]=[C:4]([NH:13][C@H:14]3[CH2:19][CH2:18][C@H:17]([N:20]4[CH2:25][CH2:24][O:23][CH2:22][CH2:21]4)[CH2:16][CH2:15]3)[C:5]=2[N:10]=1)[CH3:12], predict the reactants needed to synthesize it. The reactants are: Cl[C:2]1[N:3]=[C:4]([NH:13][CH:14]2[CH2:19][CH2:18][CH:17]([N:20]3[CH2:25][CH2:24][O:23][CH2:22][CH2:21]3)[CH2:16][CH2:15]2)[C:5]2[N:10]=[C:9]([CH2:11][CH3:12])[S:8][C:6]=2[N:7]=1.[CH3:26][N:27]1[CH:31]=[C:30]([NH2:32])[CH:29]=[N:28]1.Cl. (6) The reactants are: [NH2:1][C@H:2]1[CH2:6][CH2:5][N:4]([C:7]2[S:8][C:9]([C:13]([O:15][CH2:16][CH3:17])=[O:14])=[C:10]([CH3:12])[N:11]=2)[CH2:3]1.[Cl:18][C:19]1[N:20]=[C:21]([C:26](O)=[O:27])[NH:22][C:23]=1[CH2:24][CH3:25].CCN=C=NCCCN(C)C.Cl.ON1C2C=CC=CC=2N=N1.CN1CCOCC1. Given the product [Cl:18][C:19]1[N:20]=[C:21]([C:26]([NH:1][C@H:2]2[CH2:6][CH2:5][N:4]([C:7]3[S:8][C:9]([C:13]([O:15][CH2:16][CH3:17])=[O:14])=[C:10]([CH3:12])[N:11]=3)[CH2:3]2)=[O:27])[NH:22][C:23]=1[CH2:24][CH3:25], predict the reactants needed to synthesize it. (7) Given the product [ClH:1].[ClH:1].[N:2]12[CH2:11][CH:6]3[CH2:7][CH:8]([CH2:10][CH:4]([C@H:5]3[NH:12][C:23]([C:21]3[CH:20]=[CH:19][C:17]4[NH:18][C:14]([CH3:13])=[N:15][C:16]=4[CH:22]=3)=[O:24])[CH2:3]1)[CH2:9]2, predict the reactants needed to synthesize it. The reactants are: [ClH:1].[N:2]12[CH2:11][CH:6]3[CH2:7][CH:8]([CH2:10][CH:4]([C@H:5]3[NH2:12])[CH2:3]1)[CH2:9]2.[CH3:13][C:14]1[NH:18][C:17]2[CH:19]=[CH:20][C:21]([C:23](O)=[O:24])=[CH:22][C:16]=2[N:15]=1.N. (8) Given the product [Cl:23][C:20]1[CH:21]=[CH:22][C:17]([CH2:16][N:7]2[CH2:8][CH2:9][CH2:10][N:5]3[C:4](=[O:12])[N:3]=[C:2]([O:33][CH2:32][C:27]4[CH:28]=[CH:29][C:30]([F:31])=[C:25]([F:24])[CH:26]=4)[CH:11]=[C:6]23)=[CH:18][CH:19]=1, predict the reactants needed to synthesize it. The reactants are: Cl[C:2]1[CH:11]=[C:6]2[NH:7][CH2:8][CH2:9][CH2:10][N:5]2[C:4](=[O:12])[N:3]=1.[H-].[Na+].Br[CH2:16][C:17]1[CH:22]=[CH:21][C:20]([Cl:23])=[CH:19][CH:18]=1.[F:24][C:25]1[CH:26]=[C:27]([CH2:32][OH:33])[CH:28]=[CH:29][C:30]=1[F:31]. (9) Given the product [CH3:1][NH:2][C:3]1[C:12]2[C:7](=[CH:8][C:9]([C:13]([OH:15])=[O:14])=[CH:10][CH:11]=2)[CH:6]=[CH:5][N:4]=1, predict the reactants needed to synthesize it. The reactants are: [CH3:1][NH:2][C:3]1[C:12]2[C:7](=[CH:8][C:9]([C:13]([O:15]CC)=[O:14])=[CH:10][CH:11]=2)[CH:6]=[CH:5][N:4]=1.[OH-].[K+]. (10) Given the product [Br:12][CH2:7][C:6]1[C:2]([Cl:1])=[C:3]([C:8]([O:10][CH3:11])=[O:9])[S:4][CH:5]=1, predict the reactants needed to synthesize it. The reactants are: [Cl:1][C:2]1[C:6]([CH3:7])=[CH:5][S:4][C:3]=1[C:8]([O:10][CH3:11])=[O:9].[Br:12]N1C(=O)CCC1=O.N(C(C)(C)C#N)=NC(C)(C)C#N.